This data is from Forward reaction prediction with 1.9M reactions from USPTO patents (1976-2016). The task is: Predict the product of the given reaction. (1) Given the reactants [C:1]([O:5][C:6](=[O:35])[NH:7][C:8](=[NH:34])[C:9]1[CH:14]=[CH:13][C:12]([CH2:15][NH:16][C:17]([C@H:19]2[N:23]3[C:24](=[O:33])[C:25]([NH:28][S:29]([CH3:32])(=[O:31])=[O:30])=[CH:26][N:27]=[C:22]3[CH2:21][CH2:20]2)=[O:18])=[CH:11][CH:10]=1)([CH3:4])([CH3:3])[CH3:2].C(OC(=O)NC([C:45]1[CH:50]=[CH:49][C:48](CNC([C@H]2N3C(=O)C(N(CC)CC)=CN=C3CC2)=O)=[CH:47][CH:46]=1)=N)(C)(C)C.C1(CS(Cl)(=O)=O)C=CC=CC=1, predict the reaction product. The product is: [C:1]([O:5][C:6](=[O:35])[NH:7][C:8](=[NH:34])[C:9]1[CH:14]=[CH:13][C:12]([CH2:15][NH:16][C:17]([C@H:19]2[N:23]3[C:24](=[O:33])[C:25]([NH:28][S:29]([CH2:32][C:45]4[CH:50]=[CH:49][CH:48]=[CH:47][CH:46]=4)(=[O:31])=[O:30])=[CH:26][N:27]=[C:22]3[CH2:21][CH2:20]2)=[O:18])=[CH:11][CH:10]=1)([CH3:4])([CH3:2])[CH3:3]. (2) Given the reactants C[O:2][C:3](=[O:22])[CH2:4][CH:5]([NH:13][C:14]([C:16]1[N:17]=[C:18]([Br:21])[S:19][CH:20]=1)=[O:15])[C:6]1[CH:11]=[CH:10][CH:9]=[CH:8][C:7]=1[CH3:12].[OH-].[Na+].O.Cl, predict the reaction product. The product is: [Br:21][C:18]1[S:19][CH:20]=[C:16]([C:14]([NH:13][CH:5]([C:6]2[CH:11]=[CH:10][CH:9]=[CH:8][C:7]=2[CH3:12])[CH2:4][C:3]([OH:22])=[O:2])=[O:15])[N:17]=1. (3) The product is: [C:1]([C:5]1[CH:6]=[CH:7][C:8]([N:11]2[CH2:15][CH2:14][C:13]3([CH2:16][CH2:17][CH:18]([CH:21]=[O:22])[CH2:19][CH2:20]3)[C:12]2=[O:24])=[CH:9][CH:10]=1)([CH3:4])([CH3:2])[CH3:3]. Given the reactants [C:1]([C:5]1[CH:10]=[CH:9][C:8]([N:11]2[CH2:15][CH2:14][C:13]3([CH2:20][CH2:19][C:18](=[CH:21][O:22]C)[CH2:17][CH2:16]3)[C:12]2=[O:24])=[CH:7][CH:6]=1)([CH3:4])([CH3:3])[CH3:2].Cl, predict the reaction product. (4) Given the reactants CN[C:3](=[O:9])[C@H:4]([CH:6]([CH3:8])[CH3:7])[NH2:5].[OH-:10].[Na+].[CH3:12]C(C)=O, predict the reaction product. The product is: [CH3:12][NH:5][C@H:4]([C:3]([OH:9])=[O:10])[CH:6]([CH3:8])[CH3:7]. (5) Given the reactants [CH3:1][N:2]1[CH2:7][CH2:6][C:5](=O)[CH2:4][CH2:3]1.[NH:9]1[CH2:14][CH2:13][O:12][CH2:11][CH2:10]1, predict the reaction product. The product is: [CH3:1][N:2]1[CH2:7][CH2:6][C:5]([N:9]2[CH2:14][CH2:13][O:12][CH2:11][CH2:10]2)=[CH:4][CH2:3]1. (6) Given the reactants O1C=CC=C1.[C:6]([O:10][CH2:11][CH3:12])(=[O:9])[CH:7]=[CH2:8].C([O-])(=O)C.[Na+].C(CC(=O)C)(=O)C.C(O)(=O)CC.O=O.[O:32]1[CH:36]=[CH:35][CH:34]=[C:33]1[CH:37]=[CH:38][C:39]([O:41][CH2:42][CH3:43])=[O:40], predict the reaction product. The product is: [CH2:11]([O:10][C:6]([CH:7]=[CH:8][C:36]1[O:32][C:33]([CH:37]=[CH:38][C:39]([O:41][CH2:42][CH3:43])=[O:40])=[CH:34][CH:35]=1)=[O:9])[CH3:12]. (7) Given the reactants [C:1]([O:5][C:6](=[O:25])[N:7]([CH2:9][C:10]1[CH:14]=[C:13](Br)[N:12]([S:16]([C:19]2[CH:20]=[N:21][CH:22]=[CH:23][CH:24]=2)(=[O:18])=[O:17])[CH:11]=1)[CH3:8])([CH3:4])([CH3:3])[CH3:2].[Cl:26][C:27]1[CH:32]=[CH:31][CH:30]=[CH:29][C:28]=1B(O)O.C(=O)([O-])[O-].[Na+].[Na+], predict the reaction product. The product is: [C:1]([O:5][C:6](=[O:25])[N:7]([CH2:9][C:10]1[CH:14]=[C:13]([C:28]2[CH:29]=[CH:30][CH:31]=[CH:32][C:27]=2[Cl:26])[N:12]([S:16]([C:19]2[CH:20]=[N:21][CH:22]=[CH:23][CH:24]=2)(=[O:18])=[O:17])[CH:11]=1)[CH3:8])([CH3:4])([CH3:3])[CH3:2]. (8) Given the reactants [CH:1](=O)[C:2]1[CH:7]=[CH:6][C:5]([O:8][CH3:9])=[CH:4][CH:3]=1.[C:11](#[N:15])[CH2:12][C:13]#[N:14].[C:16]([CH2:18][C:19]([NH2:21])=[S:20])#[N:17].O, predict the reaction product. The product is: [NH2:14][C:13]1[S:20][C:19]([NH2:21])=[C:18]([C:16]#[N:17])[CH:1]([C:2]2[CH:7]=[CH:6][C:5]([O:8][CH3:9])=[CH:4][CH:3]=2)[C:12]=1[C:11]#[N:15].